From a dataset of Peptide-MHC class I binding affinity with 185,985 pairs from IEDB/IMGT. Regression. Given a peptide amino acid sequence and an MHC pseudo amino acid sequence, predict their binding affinity value. This is MHC class I binding data. (1) The peptide sequence is RGPYRAFVTI. The MHC is HLA-A32:01 with pseudo-sequence HLA-A32:01. The binding affinity (normalized) is 0.113. (2) The peptide sequence is YTCEDNTGIK. The MHC is HLA-A68:01 with pseudo-sequence HLA-A68:01. The binding affinity (normalized) is 0.487. (3) The peptide sequence is KIFYKHIHKI. The MHC is HLA-A02:01 with pseudo-sequence HLA-A02:01. The binding affinity (normalized) is 0.419. (4) The peptide sequence is GMFTNRSGSQ. The MHC is HLA-A02:01 with pseudo-sequence HLA-A02:01. The binding affinity (normalized) is 0. (5) The peptide sequence is FYHISTGGY. The MHC is HLA-A26:01 with pseudo-sequence HLA-A26:01. The binding affinity (normalized) is 0.524. (6) The peptide sequence is KTLDISSFY. The MHC is HLA-A11:01 with pseudo-sequence HLA-A11:01. The binding affinity (normalized) is 0.828. (7) The peptide sequence is TPSVKVCIV. The MHC is HLA-A29:02 with pseudo-sequence HLA-A29:02. The binding affinity (normalized) is 0.0847. (8) The MHC is HLA-B58:01 with pseudo-sequence HLA-B58:01. The binding affinity (normalized) is 0.430. The peptide sequence is ITSKSRQVL. (9) The binding affinity (normalized) is 0. The MHC is Mamu-A2201 with pseudo-sequence Mamu-A2201. The peptide sequence is RPGNKTVLP. (10) The peptide sequence is HRYLIRQSN. The MHC is HLA-B15:09 with pseudo-sequence HLA-B15:09. The binding affinity (normalized) is 0.411.